From a dataset of NCI-60 drug combinations with 297,098 pairs across 59 cell lines. Regression. Given two drug SMILES strings and cell line genomic features, predict the synergy score measuring deviation from expected non-interaction effect. Drug 1: CC1C(C(CC(O1)OC2CC(CC3=C2C(=C4C(=C3O)C(=O)C5=C(C4=O)C(=CC=C5)OC)O)(C(=O)CO)O)N)O.Cl. Drug 2: CN(C)C1=NC(=NC(=N1)N(C)C)N(C)C. Cell line: NCI-H522. Synergy scores: CSS=0.510, Synergy_ZIP=-1.28, Synergy_Bliss=-1.75, Synergy_Loewe=-2.19, Synergy_HSA=-2.14.